Dataset: Reaction yield outcomes from USPTO patents with 853,638 reactions. Task: Predict the reaction yield, written as a fraction of the theoretical maximum amount of product (1.0 means a 100% yield; for example, 0.34 means a 34% yield). (1) The reactants are [CH2:1]([O:8][C:9]1[C:14](=[O:15])[N:13]([CH3:16])[C:12]([N:17]2[CH2:22][CH2:21][CH2:20][CH2:19][S:18]2(=[O:24])=[O:23])=[N:11][C:10]=1[C:25]([OH:27])=O)[C:2]1[CH:7]=[CH:6][CH:5]=[CH:4][CH:3]=1.[Cl-].ClC=[N+](C)C.[F:34][C:35]1[CH:41]=[CH:40][C:38]([NH2:39])=[CH:37][CH:36]=1.N1C=CC=CC=1. The catalyst is ClCCl. The product is [F:34][C:35]1[CH:41]=[CH:40][C:38]([NH:39][C:25]([C:10]2[N:11]=[C:12]([N:17]3[CH2:22][CH2:21][CH2:20][CH2:19][S:18]3(=[O:24])=[O:23])[N:13]([CH3:16])[C:14](=[O:15])[C:9]=2[O:8][CH2:1][C:2]2[CH:3]=[CH:4][CH:5]=[CH:6][CH:7]=2)=[O:27])=[CH:37][CH:36]=1. The yield is 0.880. (2) The reactants are C(Cl)(=O)C1C=CC=CC=1.[S-:10][C:11]#[N:12].[NH4+].[Cl:14][C:15]1[CH:16]=[CH:17][C:18]([CH3:22])=[C:19]([CH:21]=1)[NH2:20]. The catalyst is CC(C)=O.ClCCl. The product is [Cl:14][C:15]1[CH:16]=[CH:17][C:18]([CH3:22])=[C:19]([NH:20][C:11]([NH2:12])=[S:10])[CH:21]=1. The yield is 1.00. (3) The reactants are [CH2:1]([O:3][CH2:4][C:5]([OH:7])=[O:6])[CH3:2].C1(N=C=NC2CCCCC2)CCCCC1.CN(C1C=CC=CN=1)C.[C:32]([O:35][CH:36]1[C:37]([OH:76])([CH3:75])[CH2:38][CH2:39][CH:40]([O:67][Si:68]([C:71]([CH3:74])([CH3:73])[CH3:72])([CH3:70])[CH3:69])[CH2:41][C:42]([O:44][CH:45](/[C:50](/[CH3:66])=[CH:51]/[CH:52]=[CH:53]/[CH:54]([CH3:65])[CH2:55][CH:56]2[O:64][CH:57]2[CH:58]([CH3:63])[CH:59](O)[CH2:60][CH3:61])[CH:46]([CH3:49])[CH:47]=[CH:48]1)=[O:43])(=[O:34])[CH3:33]. The catalyst is ClCCl.C(OCC)(=O)C. The product is [C:32]([O:35][CH:36]1[C:37]([OH:76])([CH3:75])[CH2:38][CH2:39][CH:40]([O:67][Si:68]([C:71]([CH3:72])([CH3:73])[CH3:74])([CH3:69])[CH3:70])[CH2:41][C:42]([O:44][CH:45](/[C:50](/[CH3:66])=[CH:51]/[CH:52]=[CH:53]/[CH:54]([CH3:65])[CH2:55][CH:56]2[O:64][CH:57]2[CH:58]([CH3:63])[CH:59]([O:6][C:5](=[O:7])[CH2:4][O:3][CH2:1][CH3:2])[CH2:60][CH3:61])[CH:46]([CH3:49])[CH:47]=[CH:48]1)=[O:43])(=[O:34])[CH3:33]. The yield is 0.850. (4) The reactants are C1(P(C2C=CC=CC=2)C2C=CC=CC=2)C=CC=CC=1.N(C(OCC)=O)=NC(OCC)=O.O[C:33]1[C:34]([C:42]2([CH2:57][OH:58])[C:50]3[C:45](=[N:46][CH:47]=[CH:48][CH:49]=3)[N:44]([CH2:51][CH2:52][CH2:53][CH2:54][CH3:55])[C:43]2=[O:56])=[CH:35][C:36]2[O:40][CH2:39][O:38][C:37]=2[CH:41]=1. The catalyst is C1COCC1. The product is [CH2:51]([N:44]1[C:45]2=[N:46][CH:47]=[CH:48][CH:49]=[C:50]2[C:42]2([C:34]3=[CH:35][C:36]4[O:40][CH2:39][O:38][C:37]=4[CH:41]=[C:33]3[O:58][CH2:57]2)[C:43]1=[O:56])[CH2:52][CH2:53][CH2:54][CH3:55]. The yield is 0.540.